This data is from Experimentally validated miRNA-target interactions with 360,000+ pairs, plus equal number of negative samples. The task is: Binary Classification. Given a miRNA mature sequence and a target amino acid sequence, predict their likelihood of interaction. (1) The miRNA is dme-miR-8-3p with sequence UAAUACUGUCAGGUAAAGAUGUC. The protein sequence of the target gene is MVFRSPLDLYSSHFLLPNFADSHHCSLLLASSGGGSGASGGGGGAGGGGGGNRAGGGGAGGAGGGSGGGGSRAPPEELSMFQLPTLNFSPEQVASVCETLEETGDIERLGRFLWSLPVAPGACEAINKHESILRARAVVAFHTGNFRDLYHILENHKFTKESHGKLQAMWLEAHYQEAEKLRGRPLGPVDKYRVRKKFPLPRTIWDGEQKTHCFKERTRSLLREWYLQDPYPNPSKKRELAQATGLTPTQVGNWFKNRRQRDRAAAAKNRLQHQAIGPSGMRSLAEPGCPTHGSAESPST.... Result: 0 (no interaction). (2) The miRNA is mmu-miR-155-3p with sequence CUCCUACCUGUUAGCAUUAAC. The protein sequence of the target gene is MASGVAVSDGVIKVFNDMKVRKSSTPEEVKKRKKAVLFCLSEDKKNIILEEGKEILVGDVGQTVDDPYTTFVKMLPDKDCRYALYDATYETKESKKEDLVFIFWAPENAPLKSKMIYASSKDAIKKKLTGIKHELQANCYEEVKDRCTLAEKLGGSAVISLEGKPL. Result: 0 (no interaction). (3) The miRNA is hsa-miR-4445-3p with sequence CACGGCAAAAGAAACAAUCCA. The protein sequence of the target gene is MAQALSEEEFQRMQAQLLELRTNNYQLSDELRKNGVELTSLRQKVAYLDKEFSKAQKALSKSKKAQEVEVLLSENEMLQAKLHSQEEDFRLQNSTLMAEFSKLCSQMEQLEQENQQLKEGAAGAGVAQAGPLVDGELLRLQAENTALQKNVAALQERYGKEAGKFSAVSEGQGDPPGGLAPTVLAPMPLAEVELKWEMEKEEKRLLWEQLQGLESSKQAETSRLQEELAKLSEKLKKKQESFCRLQTEKETLFNDSRNKIEELQQRKEADHKAQLARTQKLQQELEAANQSLAELRDQRQ.... Result: 0 (no interaction). (4) The miRNA is mmu-miR-141-3p with sequence UAACACUGUCUGGUAAAGAUGG. The protein sequence of the target gene is MEASTKAAVGSGAMEASTKAVICTVCSSFVVFQILFHFVSYWFSARVSSGYNSLSIDKKIEWNSRVVSTCHSLLVGIFGLYLFFFDEATITDPLWGDPTYVNINIATASGYLISDLLIILFNWKVIGDKFFIIHHCAGLTAYYFVLTTGALAYIANFRLLAELSSPFVNQRWFFEALKYPKFSKANVINGILMTVVFFIVRIISIPPMYFFLYSVYGTEPYIRFGFVIQSVWIVTCVILDVMNIMWMIKITKGCIKVISLIRQEKAKDSLQNGKLD. Result: 1 (interaction). (5) The protein sequence of the target gene is MAAAKAEMQLMSPLQISDPFGSFPHSPTMDNYPKLEEMMLLSNGAPQFLGAAGAPEGSGSNSSSSSSGGGGGGGGGSNSSSSSSTFNPQADTGEQPYEHLTAESFPDISLNNEKVLVETSYPSQTTRLPPITYTGRFSLEPAPNSGNTLWPEPLFSLVSGLVSMTNPPASSSSAPSPAASSASASQSPPLSCAVPSNDSSPIYSAAPTFPTPNTDIFPEPQSQAFPGSAGTALQYPPPAYPAAKGGFQVPMIPDYLFPQQQGDLGLGTPDQKPFQGLESRTQQPSLTPLSTIKAFATQSG.... Result: 0 (no interaction). The miRNA is hsa-miR-146b-3p with sequence GCCCUGUGGACUCAGUUCUGGU. (6) The protein sequence of the target gene is MRWLLLYYALCFSLSKASAHTVELNNMFGQIQSPGYPDSYPSDSEVTWNITVPDGFRIKLYFMHFNLESSYLCEYDYVKVETEDQVLATFCGRETTDTEQTPGQEVVLSPGSFMSITFRSDFSNEERFTGFDAHYMAVDVDECKEREDEELSCDHYCHNYIGGYYCSCRFGYILHTDNRTCRVECSDNLFTQRTGVITSPDFPNPYPKSSECLYTIELEEGFMVNLQFEDIFDIEDHPEVPCPYDYIKIKVGPKVLGPFCGEKAPEPISTQSHSVLILFHSDNSGENRGWRLSYRAAGNE.... Result: 0 (no interaction). The miRNA is hsa-miR-199b-5p with sequence CCCAGUGUUUAGACUAUCUGUUC. (7) The miRNA is hsa-miR-3934-5p with sequence UCAGGUGUGGAAACUGAGGCAG. The protein sequence of the target gene is MAGLTDLQRLQARVEELERWVYGPGGARGSRKVADGLVKVQVALGNISSKRERVKILYKKIEDLIKYLDPEYIDRIAIPDASKLQFILAEEQFILSQVALLEQVNALVPMLDSAHIKAVPEHAARLQRLAQIHIQQQDQCVEITEESKALLEEYNKTTMLLSKQFVQWDELLCQLEAATQVKPAEE. Result: 1 (interaction).